From a dataset of Catalyst prediction with 721,799 reactions and 888 catalyst types from USPTO. Predict which catalyst facilitates the given reaction. Reactant: CS[C:3](=[C:17]([C:20]#[N:21])[C:18]#[N:19])[N:4]1[CH2:9][CH2:8][CH:7]([CH2:10][N:11]2[CH2:16][CH2:15][CH2:14][CH2:13][CH2:12]2)[CH2:6][CH2:5]1.[NH2:22][CH2:23][CH2:24][CH2:25][N:26]1[CH2:30][CH2:29][CH2:28][CH:27]1[CH3:31]. Product: [CH3:31][CH:27]1[CH2:28][CH2:29][CH2:30][N:26]1[CH2:25][CH2:24][CH2:23][NH:22][C:3](=[C:17]([C:20]#[N:21])[C:18]#[N:19])[N:4]1[CH2:9][CH2:8][CH:7]([CH2:10][N:11]2[CH2:16][CH2:15][CH2:14][CH2:13][CH2:12]2)[CH2:6][CH2:5]1. The catalyst class is: 823.